Dataset: Full USPTO retrosynthesis dataset with 1.9M reactions from patents (1976-2016). Task: Predict the reactants needed to synthesize the given product. Given the product [Cl:1][C:2]1[CH:34]=[CH:33][C:5]([C:6]([C@@:8]2([OH:32])[C@@H:12]([CH2:13][O:14][C:15](=[O:23])[C:16]3[CH:17]=[CH:18][C:19]([Cl:22])=[CH:20][CH:21]=3)[O:11][C@@H:10]([N:71]3[CH:38]=[CH:36][C:35]([NH2:53])=[N:44][C:45]3=[O:46])[CH2:9]2)=[O:70])=[CH:4][CH:3]=1, predict the reactants needed to synthesize it. The reactants are: [Cl:1][C:2]1[CH:34]=[CH:33][C:5]([C:6]([C@@:8]2([OH:32])[C@@H:12]([CH2:13][O:14][C:15](=[O:23])[C:16]3[CH:21]=[CH:20][C:19]([Cl:22])=[CH:18][CH:17]=3)[O:11][C@@H:10](N3C=CC(=O)NC3=O)[CH2:9]2)=O)=[CH:4][CH:3]=1.[C@@H:35]1([N:44]2C=CC(=O)N[C:45]2=[O:46])O[C@H](CO)[C@@H:38](O)[C@H:36]1O.C[N:53]1CCCCC1.C1(C)C=CC(S(Cl)(=O)=O)=CC=1.[OH2:70].[NH3:71].